From a dataset of Full USPTO retrosynthesis dataset with 1.9M reactions from patents (1976-2016). Predict the reactants needed to synthesize the given product. (1) Given the product [CH3:1][N:2]1[CH:6]=[C:5]([NH:7][C:8]2[N:10]=[C:14]([OH:15])[C:13]3[CH:19]=[CH:20][NH:12][C:11]=3[N:9]=2)[CH:4]=[N:3]1, predict the reactants needed to synthesize it. The reactants are: [CH3:1][N:2]1[CH:6]=[C:5]([NH:7][C:8]([NH2:10])=[NH:9])[CH:4]=[N:3]1.[C:11]([CH:13]([CH2:19][CH:20](OCC)OCC)[C:14](OCC)=[O:15])#[N:12].CO[Na].CO.Cl.[OH-].[Na+]. (2) Given the product [CH:1]1([N:4]2[C:8]([C:9]3[CH:10]=[CH:11][C:12]4[N:13]([CH:15]=[C:16]([NH2:18])[N:17]=4)[N:14]=3)=[C:7]([C:22]3[CH:27]=[CH:26][C:25]([F:28])=[CH:24][CH:23]=3)[N:6]=[CH:5]2)[CH2:3][CH2:2]1, predict the reactants needed to synthesize it. The reactants are: [CH:1]1([N:4]2[C:8]([C:9]3[CH:10]=[CH:11][C:12]4[N:13]([CH:15]=[C:16]([NH:18]C(=O)C)[N:17]=4)[N:14]=3)=[C:7]([C:22]3[CH:27]=[CH:26][C:25]([F:28])=[CH:24][CH:23]=3)[N:6]=[CH:5]2)[CH2:3][CH2:2]1.Cl.O1CCOCC1.